Dataset: Reaction yield outcomes from USPTO patents with 853,638 reactions. Task: Predict the reaction yield, written as a fraction of the theoretical maximum amount of product (1.0 means a 100% yield; for example, 0.34 means a 34% yield). (1) The reactants are [NH2:1][C:2]1[CH:13]=[CH:12][C:11]([O:14][Si:15]([C:18]([CH3:21])([CH3:20])[CH3:19])([CH3:17])[CH3:16])=[CH:10][C:3]=1[C:4](N(OC)C)=[O:5].[CH2:22]([Li])[CH2:23][CH2:24][CH3:25].O. The catalyst is O1CCCC1.CCCCCC. The product is [NH2:1][C:2]1[CH:13]=[CH:12][C:11]([O:14][Si:15]([C:18]([CH3:19])([CH3:20])[CH3:21])([CH3:16])[CH3:17])=[CH:10][C:3]=1[C:4](=[O:5])[CH2:22][CH2:23][CH2:24][CH3:25]. The yield is 0.700. (2) The yield is 0.990. The product is [CH:1]1([NH:4][C:17]([C:15]2[CH:16]=[N:12][NH:13][CH:14]=2)=[O:18])[CH2:3][CH2:2]1. The catalyst is C(Cl)Cl. The reactants are [CH:1]1([NH2:4])[CH2:3][CH2:2]1.C(N(CC)CC)C.[NH:12]1[CH:16]=[C:15]([C:17](Cl)=[O:18])[CH:14]=[N:13]1. (3) The reactants are [NH2:1][C@H:2]([C:6]1[CH:11]=[CH:10][C:9]([Cl:12])=[CH:8][CH:7]=1)[CH2:3][CH2:4][OH:5].[C:13]([O:17][C:18]([N:20]1[CH2:25][CH2:24][C:23]([NH:29][C:30]([O:32][C:33]([CH3:36])([CH3:35])[CH3:34])=[O:31])([C:26](O)=[O:27])[CH2:22][CH2:21]1)=[O:19])([CH3:16])([CH3:15])[CH3:14].CCN(C(C)C)C(C)C.F[P-](F)(F)(F)(F)F.N1(OC(N(C)C)=[N+](C)C)C2N=CC=CC=2N=N1. The catalyst is CC(N(C)C)=O. The product is [C:33]([O:32][C:30]([NH:29][C:23]1([C:26](=[O:27])[NH:1][C@H:2]([C:6]2[CH:7]=[CH:8][C:9]([Cl:12])=[CH:10][CH:11]=2)[CH2:3][CH2:4][OH:5])[CH2:22][CH2:21][N:20]([C:18]([O:17][C:13]([CH3:16])([CH3:15])[CH3:14])=[O:19])[CH2:25][CH2:24]1)=[O:31])([CH3:36])([CH3:35])[CH3:34]. The yield is 1.55. (4) The reactants are [CH3:1][O:2][C:3]1[C:8]([O:9][CH3:10])=[C:7]([O:11][CH3:12])[CH:6]=[CH:5][C:4]=1/[CH:13]=[CH:14]/[C:15]([OH:17])=[O:16].C(O)C.C(OCC)(=O)C. The catalyst is C(OCC)C.[Pd]. The product is [CH3:1][O:2][C:3]1[C:8]([O:9][CH3:10])=[C:7]([O:11][CH3:12])[CH:6]=[CH:5][C:4]=1[CH2:13][CH2:14][C:15]([OH:17])=[O:16]. The yield is 1.00. (5) The reactants are [H-].[Na+].[OH:3][C:4]1[CH:9]=[CH:8][C:7]([CH2:10][CH2:11][CH2:12][CH2:13][N:14]2[C:18](=[O:19])[C:17]3=[CH:20][CH:21]=[CH:22][CH:23]=[C:16]3[C:15]2=[O:24])=[CH:6][CH:5]=1.[CH3:25][N:26]([CH3:30])[C:27](Cl)=[S:28].CO. The catalyst is CN(C=O)C. The product is [CH3:25][N:26]([CH3:30])[C:27]([O:3][C:4]1[CH:5]=[CH:6][C:7]([CH2:10][CH2:11][CH2:12][CH2:13][N:14]2[C:18](=[O:19])[C:17]3=[CH:20][CH:21]=[CH:22][CH:23]=[C:16]3[C:15]2=[O:24])=[CH:8][CH:9]=1)=[S:28]. The yield is 0.590. (6) The reactants are [SH:1][C:2]1[Se:3][C:4]2[CH:10]=[CH:9][CH:8]=[CH:7][C:5]=2[N:6]=1.Br[CH2:12][C:13](=[O:19])[C:14]([O:16][CH2:17][CH3:18])=[O:15]. The catalyst is CC#N.ClCCl. The product is [CH2:17]([O:16][C:14](=[O:15])[C:13](=[O:19])[CH2:12][S:1][C:2]1[Se:3][C:4]2[CH:10]=[CH:9][CH:8]=[CH:7][C:5]=2[N:6]=1)[CH3:18]. The yield is 0.890. (7) The reactants are [Cl:1][C:2]1[CH:7]=[CH:6][CH:5]=[CH:4][C:3]=1I.[CH2:9]([O:11][C:12](=[O:17])[C:13](Br)([F:15])[F:14])[CH3:10].P([O-])([O-])(O)=O.[Na+].[Na+]. The catalyst is CN(C)C=O.[Cu]. The product is [CH2:9]([O:11][C:12](=[O:17])[C:13]([C:3]1[CH:4]=[CH:5][CH:6]=[CH:7][C:2]=1[Cl:1])([F:15])[F:14])[CH3:10]. The yield is 0.640.